Dataset: Forward reaction prediction with 1.9M reactions from USPTO patents (1976-2016). Task: Predict the product of the given reaction. (1) The product is: [O:1]([C:8]1[CH:9]=[C:10]([CH:13]=[CH:14][CH:15]=1)[CH2:11][I:16])[C:2]1[CH:7]=[CH:6][CH:5]=[CH:4][CH:3]=1. Given the reactants [O:1]([C:8]1[CH:9]=[C:10]([CH:13]=[CH:14][CH:15]=1)[CH2:11]Cl)[C:2]1[CH:7]=[CH:6][CH:5]=[CH:4][CH:3]=1.[I-:16].[Na+], predict the reaction product. (2) Given the reactants B(Br)(Br)Br.C[O:6][C:7]1[C:12]([CH3:13])=[CH:11][C:10]([C:14]2[O:15][C:16]3[N:17]=[C:18]([S:27][CH3:28])[N:19]=[C:20]([O:23][CH2:24][CH2:25][CH3:26])[C:21]=3[N:22]=2)=[CH:9][C:8]=1[CH3:29], predict the reaction product. The product is: [CH3:13][C:12]1[CH:11]=[C:10]([C:14]2[O:15][C:16]3[N:17]=[C:18]([S:27][CH3:28])[N:19]=[C:20]([O:23][CH2:24][CH2:25][CH3:26])[C:21]=3[N:22]=2)[CH:9]=[C:8]([CH3:29])[C:7]=1[OH:6]. (3) Given the reactants [CH3:1][O:2][C:3](=[O:36])[C:4]1[CH:9]=[CH:8][C:7]([Cl:10])=[C:6](NC(C2C(=O)OC=C3C=C4NC(S(C)(=O)=O)(C(N)=N)C=CC4=NC=23)=O)[CH:5]=1.C([Si](C)(C)OCCN)(C)(C)C, predict the reaction product. The product is: [CH3:1][O:2][C:3](=[O:36])[C:4]1[CH:9]=[CH:8][C:7]([Cl:10])=[CH:6][CH:5]=1. (4) Given the reactants [CH3:1][O:2][C:3](=[O:28])[C@@H:4]([NH:10][CH2:11][C:12]([O:20][C:21]1[CH:26]=[CH:25][CH:24]=[CH:23][C:22]=1[Cl:27])=[CH:13][C:14](OCCC)=[O:15])[CH2:5][C:6]([F:9])([F:8])[CH3:7], predict the reaction product. The product is: [CH3:1][O:2][C:3](=[O:28])[C@@H:4]([N:10]1[CH2:11][C:12]([O:20][C:21]2[CH:26]=[CH:25][CH:24]=[CH:23][C:22]=2[Cl:27])=[CH:13][C:14]1=[O:15])[CH2:5][C:6]([F:9])([F:8])[CH3:7]. (5) Given the reactants [Cl:1][C:2]1[CH:3]=[CH:4][C:5]([O:17][CH2:18][CH3:19])=[C:6]([C:8]2[CH:13]=[CH:12][C:11]([CH:14]([NH2:16])[CH3:15])=[CH:10][CH:9]=2)[CH:7]=1.C(N(CC)CC)C.[Cl:27][C:28]1[N:32]([CH3:33])[N:31]=[C:30]([CH3:34])[C:29]=1[S:35](Cl)(=[O:37])=[O:36], predict the reaction product. The product is: [Cl:1][C:2]1[CH:3]=[CH:4][C:5]([O:17][CH2:18][CH3:19])=[C:6]([C:8]2[CH:13]=[CH:12][C:11]([C@H:14]([NH:16][S:35]([C:29]3[C:30]([CH3:34])=[N:31][N:32]([CH3:33])[C:28]=3[Cl:27])(=[O:36])=[O:37])[CH3:15])=[CH:10][CH:9]=2)[CH:7]=1. (6) Given the reactants [Br:1][C:2]1[CH:9]=[CH:8][C:7]([OH:10])=[CH:6][C:3]=1[CH:4]=[O:5].CI.[C:13](=O)([O-])[O-].[K+].[K+].O, predict the reaction product. The product is: [Br:1][C:2]1[CH:9]=[CH:8][C:7]([O:10][CH3:13])=[CH:6][C:3]=1[CH:4]=[O:5]. (7) Given the reactants [C:1](N1C=CN=C1)(N1C=CN=C1)=[O:2].[Br:13][C:14]1[CH:19]=[CH:18][C:17]([OH:20])=[C:16]([C:21]2[NH:22][C:23]3[C:28]([CH:29]=2)=[CH:27][CH:26]=[CH:25][CH:24]=3)[CH:15]=1, predict the reaction product. The product is: [Br:13][C:14]1[CH:19]=[CH:18][C:17]2[O:20][C:1](=[O:2])[N:22]3[C:23]4[CH:24]=[CH:25][CH:26]=[CH:27][C:28]=4[CH:29]=[C:21]3[C:16]=2[CH:15]=1. (8) The product is: [OH:21][C:4]1[C:5]([C:12]([NH:14][CH2:15][C:16]([OH:18])=[O:17])=[O:13])=[C:6]2[C:11](=[C:2]([C:29]3[CH:28]=[CH:27][CH:26]=[C:25]([N+:22]([O-:24])=[O:23])[CH:30]=3)[CH:3]=1)[N:10]=[CH:9][CH:8]=[N:7]2. Given the reactants Br[C:2]1[CH:3]=[C:4]([OH:21])[C:5]([C:12]([NH:14][CH2:15][C:16]([O:18]CC)=[O:17])=[O:13])=[C:6]2[C:11]=1[N:10]=[CH:9][CH:8]=[N:7]2.[N+:22]([C:25]1[CH:26]=[C:27](B(O)O)[CH:28]=[CH:29][CH:30]=1)([O-:24])=[O:23].C(=O)([O-])[O-].[K+].[K+].[OH-].[Na+], predict the reaction product. (9) Given the reactants N[C:2]1[S:3][C:4]([C:7]([O:9][CH2:10][CH3:11])=[O:8])=[CH:5][N:6]=1.N(OCCC(C)C)=O, predict the reaction product. The product is: [CH2:10]([O:9][C:7]([C:4]1[S:3][CH:2]=[N:6][CH:5]=1)=[O:8])[CH3:11].